Dataset: Reaction yield outcomes from USPTO patents with 853,638 reactions. Task: Predict the reaction yield, written as a fraction of the theoretical maximum amount of product (1.0 means a 100% yield; for example, 0.34 means a 34% yield). The reactants are [Cl:1][C:2]1[CH:7]=[C:6]([Cl:8])[CH:5]=[CH:4][C:3]=1[CH:9]1[C:14]([C:15]([O:17][CH2:18][CH3:19])=[O:16])=[C:13]([CH3:20])[NH:12][C:11]([C:21]2[S:22][CH:23]=[N:24][N:25]=2)=[N:10]1.C1C(=O)N([Br:33])C(=O)C1. No catalyst specified. The product is [Br:33][CH2:20][C:13]1[NH:12][C:11]([C:21]2[S:22][CH:23]=[N:24][N:25]=2)=[N:10][CH:9]([C:3]2[CH:4]=[CH:5][C:6]([Cl:8])=[CH:7][C:2]=2[Cl:1])[C:14]=1[C:15]([O:17][CH2:18][CH3:19])=[O:16]. The yield is 0.600.